The task is: Regression/Classification. Given a drug SMILES string, predict its absorption, distribution, metabolism, or excretion properties. Task type varies by dataset: regression for continuous measurements (e.g., permeability, clearance, half-life) or binary classification for categorical outcomes (e.g., BBB penetration, CYP inhibition). Dataset: hlm.. This data is from Human liver microsome stability data. (1) The molecule is CN(C)CCCN=C(Nc1ccnc2cc(Cl)ccc12)c1ccccc1. The result is 0 (unstable in human liver microsomes). (2) The result is 0 (unstable in human liver microsomes). The compound is NC1CN(c2ccnc(-c3ccsc3)n2)CC1c1ccc(Cl)cc1Cl. (3) The drug is COc1cccc(CNC(=O)c2cc3ccc(-c4cn[nH]c4)nc3n2CCN(C)C)c1. The result is 1 (stable in human liver microsomes).